From a dataset of Reaction yield outcomes from USPTO patents with 853,638 reactions. Predict the reaction yield, written as a fraction of the theoretical maximum amount of product (1.0 means a 100% yield; for example, 0.34 means a 34% yield). The reactants are [Cl:1][C:2]1[N:7]=[C:6]([CH2:8][C:9]([C:11]2[C:12]([F:24])=[C:13]([NH:17][C:18](=[O:23])[O:19][CH2:20][CH:21]=[CH2:22])[CH:14]=[CH:15][CH:16]=2)=O)[CH:5]=[CH:4][N:3]=1.C1C(=O)N(Br)C(=O)C1.[CH3:33][C:34]([CH3:39])([CH3:38])[C:35](=[S:37])[NH2:36].O. The catalyst is CC(N(C)C)=O. The product is [Cl:1][C:2]1[N:7]=[C:6]([C:8]2[S:37][C:35]([C:34]([CH3:39])([CH3:38])[CH3:33])=[N:36][C:9]=2[C:11]2[C:12]([F:24])=[C:13]([NH:17][C:18](=[O:23])[O:19][CH2:20][CH:21]=[CH2:22])[CH:14]=[CH:15][CH:16]=2)[CH:5]=[CH:4][N:3]=1. The yield is 0.354.